This data is from Full USPTO retrosynthesis dataset with 1.9M reactions from patents (1976-2016). The task is: Predict the reactants needed to synthesize the given product. (1) Given the product [F:11][C:8]1[CH:7]=[CH:6][C:5]([C:4](=[O:12])[CH2:16][C:15](=[O:17])[CH:14]([CH3:18])[CH3:13])=[CH:10][CH:9]=1, predict the reactants needed to synthesize it. The reactants are: C(O[C:4](=[O:12])[C:5]1[CH:10]=[CH:9][C:8]([F:11])=[CH:7][CH:6]=1)C.[CH3:13][CH:14]([CH3:18])[C:15](=[O:17])[CH3:16]. (2) Given the product [CH3:39][N:27]([CH2:26][C:25]1[CH:40]=[CH:41][CH:42]=[C:23]([C:10]2[CH:11]=[N:12][C:7]([N:1]3[CH2:2][CH2:3][CH2:4][CH2:5][CH2:6]3)=[N:8][CH:9]=2)[CH:24]=1)[C:28](=[O:38])[CH2:29][NH2:30], predict the reactants needed to synthesize it. The reactants are: [N:1]1([C:7]2[N:12]=[CH:11][C:10](B3OC(C)(C)C(C)(C)O3)=[CH:9][N:8]=2)[CH2:6][CH2:5][CH2:4][CH2:3][CH2:2]1.Br[C:23]1[CH:24]=[C:25]([CH:40]=[CH:41][CH:42]=1)[CH2:26][N:27]([CH3:39])[C:28](=[O:38])[CH2:29][NH:30]C(=O)OC(C)(C)C.CN(C=O)C.C(=O)([O-])[O-].[Na+].[Na+].